The task is: Predict the reactants needed to synthesize the given product.. This data is from Full USPTO retrosynthesis dataset with 1.9M reactions from patents (1976-2016). (1) The reactants are: [OH:1][C:2]1[CH:7]=[CH:6][C:5]([NH:8][C:9]([CH:11]2[CH2:16][CH2:15][CH2:14][CH2:13][CH2:12]2)=[O:10])=[CH:4][CH:3]=1.[I-].C[N+]1C=CN([C:24](=[O:33])[N:25]([CH3:32])[C:26]2[CH:31]=[CH:30][CH:29]=[CH:28][CH:27]=2)C=1. Given the product [CH:11]1([C:9]([NH:8][C:5]2[CH:4]=[CH:3][C:2]([O:1][C:24](=[O:33])[N:25]([CH3:32])[C:26]3[CH:31]=[CH:30][CH:29]=[CH:28][CH:27]=3)=[CH:7][CH:6]=2)=[O:10])[CH2:12][CH2:13][CH2:14][CH2:15][CH2:16]1, predict the reactants needed to synthesize it. (2) Given the product [C:23]([O:22][C:20](=[O:21])[C@@H:19]([NH:18][C:1](=[O:17])[CH2:2][CH2:3][CH2:4][CH2:5][CH2:6][CH2:7][CH2:8][CH2:9][CH2:10][CH2:11][CH2:12][CH2:13][CH2:14][CH2:15][CH3:16])[CH2:27][CH2:28][C:29]([OH:31])=[O:30])([CH3:24])([CH3:25])[CH3:26], predict the reactants needed to synthesize it. The reactants are: [C:1]([NH:18][C@@H:19]([CH2:27][CH2:28][C:29]([O:31]CC1C=CC=CC=1)=[O:30])[C:20]([O:22][C:23]([CH3:26])([CH3:25])[CH3:24])=[O:21])(=[O:17])[CH2:2][CH2:3][CH2:4][CH2:5][CH2:6][CH2:7][CH2:8][CH2:9][CH2:10][CH2:11][CH2:12][CH2:13][CH2:14][CH2:15][CH3:16].C1COCC1. (3) Given the product [CH2:13]([O:12][C:10](=[O:11])[CH2:9][O:6][CH:4]([CH3:5])[CH2:3][O:2][CH3:1])[CH3:14], predict the reactants needed to synthesize it. The reactants are: [CH3:1][O:2][CH2:3][CH:4]([OH:6])[CH3:5].[N+](=[CH:9][C:10]([O:12][CH2:13][CH3:14])=[O:11])=[N-]. (4) Given the product [ClH:10].[NH2:11][CH:32]1[CH2:31][CH2:30][CH2:29][CH2:28][N:27]1[C:20]1[C:21]2[O:25][CH:24]=[CH:23][C:22]=2[CH:26]=[C:18]([NH:17][S:7]([C:1]2[CH:6]=[CH:5][CH:4]=[CH:3][CH:2]=2)(=[O:9])=[O:8])[CH:19]=1, predict the reactants needed to synthesize it. The reactants are: [C:1]1([S:7]([Cl:10])(=[O:9])=[O:8])[CH:6]=[CH:5][CH:4]=[CH:3][CH:2]=1.[N:11]1C=CC=CC=1.[NH2:17][C:18]1[CH:19]=[C:20]([N:27]2[CH2:32][CH2:31][CH:30](NC(=O)OC(C)(C)C)[CH2:29][CH2:28]2)[C:21]2[O:25][CH:24]=[CH:23][C:22]=2[CH:26]=1.